This data is from Reaction yield outcomes from USPTO patents with 853,638 reactions. The task is: Predict the reaction yield, written as a fraction of the theoretical maximum amount of product (1.0 means a 100% yield; for example, 0.34 means a 34% yield). (1) The yield is 0.470. The product is [CH3:1][C:2]1[O:6][N:5]=[C:4]([C:7]2[CH:8]=[CH:9][N:10]=[CH:11][CH:12]=2)[C:3]=1[CH2:13][O:14][C:15]1[N:16]=[CH:17][C:18]([C:19]([N:24]2[CH2:29][CH2:28][S:27][CH2:26][CH2:25]2)=[O:21])=[CH:22][CH:23]=1. No catalyst specified. The reactants are [CH3:1][C:2]1[O:6][N:5]=[C:4]([C:7]2[CH:12]=[CH:11][N:10]=[CH:9][CH:8]=2)[C:3]=1[CH2:13][O:14][C:15]1[CH:23]=[CH:22][C:18]([C:19]([OH:21])=O)=[CH:17][N:16]=1.[NH:24]1[CH2:29][CH2:28][S:27][CH2:26][CH2:25]1. (2) The reactants are [OH:1][NH:2][C:3]([C:5]1[CH:6]=[CH:7][C:8]2[O:12][C:11]([CH3:13])=[CH:10][C:9]=2[CH:14]=1)=[NH:4].[CH2:15]([O:17][C:18]1[CH:19]=[C:20]([CH:24]=[CH:25][C:26]=1[O:27][CH2:28][CH3:29])[C:21](O)=O)[CH3:16].ONC(=N)C1C=CC(OC(C)C)=C(I)C=1.ClC1C=C(C=CC=1OCCC)C(O)=O. No catalyst specified. The product is [CH2:15]([O:17][C:18]1[CH:19]=[C:20]([C:21]2[O:1][N:2]=[C:3]([C:5]3[CH:6]=[CH:7][C:8]4[O:12][C:11]([CH3:13])=[CH:10][C:9]=4[CH:14]=3)[N:4]=2)[CH:24]=[CH:25][C:26]=1[O:27][CH2:28][CH3:29])[CH3:16]. The yield is 0.0600.